Dataset: Forward reaction prediction with 1.9M reactions from USPTO patents (1976-2016). Task: Predict the product of the given reaction. (1) Given the reactants C(=O)([O-])[O-].[Na+].[Na+].COCCOC.Br[CH2:14][C:15]1[S:16][C:17]2[C:24]([O:25][CH3:26])=[CH:23][CH:22]=[CH:21][C:18]=2[C:19]=1[F:20].[F:27][C:28]([F:39])([F:38])[C:29]1[CH:30]=[C:31](B(O)O)[CH:32]=[CH:33][CH:34]=1, predict the reaction product. The product is: [F:20][C:19]1[C:18]2[CH:21]=[CH:22][CH:23]=[C:24]([O:25][CH3:26])[C:17]=2[S:16][C:15]=1[CH2:14][C:33]1[CH:32]=[CH:31][CH:30]=[C:29]([C:28]([F:39])([F:38])[F:27])[CH:34]=1. (2) Given the reactants [C:1]([O:5][C:6]([NH:8][C@H:9]([C:32]([O:34][C:35]([CH3:38])([CH3:37])[CH3:36])=[O:33])[CH2:10][C@H:11]([CH2:19][CH2:20][CH2:21][C:22]1[CH:27]=[CH:26][C:25]([CH2:28][CH2:29][CH2:30][OH:31])=[CH:24][CH:23]=1)[C:12]([O:14][C:15]([CH3:18])([CH3:17])[CH3:16])=[O:13])=[O:7])([CH3:4])([CH3:3])[CH3:2].[C:39]1([CH3:59])[CH:44]=[CH:43][C:42]([S:45](O[S:45]([C:42]2[CH:43]=[CH:44][C:39]([CH3:59])=[CH:40][CH:41]=2)(=[O:47])=[O:46])(=[O:47])=[O:46])=[CH:41][CH:40]=1.Cl, predict the reaction product. The product is: [C:1]([O:5][C:6]([NH:8][C@H:9]([C:32]([O:34][C:35]([CH3:38])([CH3:37])[CH3:36])=[O:33])[CH2:10][C@H:11]([CH2:19][CH2:20][CH2:21][C:22]1[CH:27]=[CH:26][C:25]([CH2:28][CH2:29][CH2:30][O:31][S:45]([C:42]2[CH:43]=[CH:44][C:39]([CH3:59])=[CH:40][CH:41]=2)(=[O:47])=[O:46])=[CH:24][CH:23]=1)[C:12]([O:14][C:15]([CH3:16])([CH3:17])[CH3:18])=[O:13])=[O:7])([CH3:2])([CH3:3])[CH3:4]. (3) Given the reactants [C:1]([O:5][C:6]([NH:8][C@@H:9]([CH3:21])[CH2:10][O:11][C:12]1[CH:16]=[C:15]([C:17]([O:19][CH3:20])=[O:18])[NH:14][N:13]=1)=[O:7])([CH3:4])([CH3:3])[CH3:2].I[CH3:23], predict the reaction product. The product is: [C:1]([O:5][C:6]([NH:8][C@@H:9]([CH3:21])[CH2:10][O:11][C:12]1[CH:16]=[C:15]([C:17]([O:19][CH3:20])=[O:18])[N:14]([CH3:23])[N:13]=1)=[O:7])([CH3:4])([CH3:3])[CH3:2]. (4) Given the reactants [C:1]([O:9][CH2:10][CH2:11][CH2:12][CH2:13][OH:14])(=[O:8])[C:2]1[CH:7]=[CH:6][CH:5]=[CH:4][CH:3]=1.[CH3:15][S:16](Cl)(=[O:18])=[O:17], predict the reaction product. The product is: [C:1]([O:9][CH2:10][CH2:11][CH2:12][CH2:13][O:14][S:16]([CH3:15])(=[O:18])=[O:17])(=[O:8])[C:2]1[CH:7]=[CH:6][CH:5]=[CH:4][CH:3]=1.